This data is from Forward reaction prediction with 1.9M reactions from USPTO patents (1976-2016). The task is: Predict the product of the given reaction. (1) Given the reactants [OH:1][C:2]1([CH2:15][N:16]2[C:21](=[O:22])[C:20]3=[CH:23][CH:24]=[CH:25][N:19]3[N:18]=[CH:17]2)[CH2:7][CH2:6][N:5](C(OC(C)(C)C)=O)[CH2:4][CH2:3]1.[F:26][C:27]([F:32])([F:31])[C:28]([OH:30])=[O:29], predict the reaction product. The product is: [F:26][C:27]([F:32])([F:31])[C:28]([OH:30])=[O:29].[OH:1][C:2]1([CH2:15][N:16]2[C:21](=[O:22])[C:20]3=[CH:23][CH:24]=[CH:25][N:19]3[N:18]=[CH:17]2)[CH2:3][CH2:4][NH:5][CH2:6][CH2:7]1. (2) Given the reactants Br[C:2]1[C:3]2[N:4]([N:10]=[C:11]([C:13]([F:16])([F:15])[F:14])[N:12]=2)[C:5]([O:8][CH3:9])=[CH:6][CH:7]=1.C([Li])CCC.CN([CH:25]=[O:26])C.[Cl-].[NH4+], predict the reaction product. The product is: [CH3:9][O:8][C:5]1[N:4]2[N:10]=[C:11]([C:13]([F:16])([F:15])[F:14])[N:12]=[C:3]2[C:2]([CH:25]=[O:26])=[CH:7][CH:6]=1. (3) Given the reactants C(Cl)(=O)C(Cl)=O.CS(C)=O.[CH:11]1([CH2:14][CH2:15]O)[CH2:13][CH2:12]1.C(N(CC)CC)C.Cl.[F:25][C:26]([F:41])([F:40])[C:27]1[CH:32]=[CH:31][C:30]([C:33]2[CH:38]=[CH:37][CH:36]=[C:35]([NH2:39])[CH:34]=2)=[CH:29][CH:28]=1.C(O[BH-](OC(=O)C)OC(=O)C)(=O)C.[Na+].C(O)(=O)C, predict the reaction product. The product is: [CH:11]1([CH2:14][CH2:15][NH:39][C:35]2[CH:34]=[C:33]([C:30]3[CH:31]=[CH:32][C:27]([C:26]([F:25])([F:40])[F:41])=[CH:28][CH:29]=3)[CH:38]=[CH:37][CH:36]=2)[CH2:13][CH2:12]1.